This data is from Forward reaction prediction with 1.9M reactions from USPTO patents (1976-2016). The task is: Predict the product of the given reaction. (1) Given the reactants [Li].C1C2C(=CC=CC=2)C=CC=1.[CH3:12][C:13]1([CH3:21])[CH:19]2[CH:17]([O:18]2)[C:16](=[O:20])[CH2:15][CH2:14]1.O, predict the reaction product. The product is: [OH:18][CH:19]1[C:13]([CH3:21])([CH3:12])[CH2:14][CH2:15][C:16](=[O:20])[CH2:17]1. (2) Given the reactants C(OC(=O)[N:7]([CH:20]1[CH2:23][N:22]([S:24]([C:27]2[CH:32]=[CH:31][C:30]([O:33][CH2:34][CH2:35][CH2:36][CH3:37])=[CH:29][CH:28]=2)(=[O:26])=[O:25])[CH2:21]1)[CH2:8][C@H:9]([OH:19])[CH2:10][O:11][C:12]1[CH:17]=[CH:16][C:15]([OH:18])=[CH:14][CH:13]=1)(C)(C)C.FC(F)(F)C(O)=O, predict the reaction product. The product is: [CH2:34]([O:33][C:30]1[CH:29]=[CH:28][C:27]([S:24]([N:22]2[CH2:21][CH:20]([NH:7][CH2:8][C@H:9]([OH:19])[CH2:10][O:11][C:12]3[CH:13]=[CH:14][C:15]([OH:18])=[CH:16][CH:17]=3)[CH2:23]2)(=[O:25])=[O:26])=[CH:32][CH:31]=1)[CH2:35][CH2:36][CH3:37]. (3) The product is: [CH2:6]([O:5][C:3](=[O:4])[C:2]([F:9])([F:8])[C@@:17]([C:15]1[C:14]([F:29])=[C:13]([Si:30]([CH2:33][CH3:34])([CH2:31][CH3:32])[CH2:35][CH3:36])[CH:12]=[C:11]([Br:10])[N:16]=1)([NH:22][S@:23]([C:25]([CH3:26])([CH3:28])[CH3:27])=[O:24])[CH2:18][CH2:19][O:20][CH3:21])[CH3:7]. Given the reactants Br[C:2]([F:9])([F:8])[C:3]([O:5][CH2:6][CH3:7])=[O:4].[Br:10][C:11]1[N:16]=[C:15](/[C:17](=[N:22]/[S@:23]([C:25]([CH3:28])([CH3:27])[CH3:26])=[O:24])/[CH2:18][CH2:19][O:20][CH3:21])[C:14]([F:29])=[C:13]([Si:30]([CH2:35][CH3:36])([CH2:33][CH3:34])[CH2:31][CH3:32])[CH:12]=1.[Cl-].[NH4+].C(OCC)(=O)C, predict the reaction product. (4) Given the reactants [Br:1][C:2]1[C:3](OC)=[C:4]([C:17]#[N:18])[C:5](=O)[N:6]([CH:8]([CH:13]([CH3:15])[CH3:14])[C:9]([F:12])([F:11])[F:10])[CH:7]=1.[OH2:21].[NH2:22][NH2:23], predict the reaction product. The product is: [NH2:18][C:17]1[C:4]2[C:5](=[O:21])[N:6]([CH:8]([CH:13]([CH3:15])[CH3:14])[C:9]([F:12])([F:10])[F:11])[CH:7]=[C:2]([Br:1])[C:3]=2[NH:23][N:22]=1. (5) Given the reactants [Br:1][C:2]1[CH:3]=[C:4]2[C:9](=[CH:10][CH:11]=1)[C:8](=[O:12])[NH:7][C:6](=[O:13])[C:5]2=[CH:14]OC.CN1CCN([C:24]2[CH:29]=[CH:28][C:27]([NH2:30])=[CH:26][CH:25]=2)CC1.[CH3:31][N:32](C)C=O, predict the reaction product. The product is: [NH2:30][C:27]1[CH:28]=[C:29]([CH:24]=[CH:25][CH:26]=1)[CH2:31][NH:32]/[CH:14]=[C:5]1\[C:6](=[O:13])[NH:7][C:8](=[O:12])[C:9]2[C:4]\1=[CH:3][C:2]([Br:1])=[CH:11][CH:10]=2. (6) Given the reactants Cl[C:2]1[N:7]=[CH:6][N:5]=[C:4]([NH:8][C:9]2[CH:14]=[CH:13][CH:12]=[C:11]([CH2:15][S:16]([CH3:19])(=[O:18])=[O:17])[CH:10]=2)[N:3]=1.[F:20][C:21]1[CH:22]=[CH:23][C:24]([O:30][CH2:31][C:32]2[CH:37]=[CH:36][CH:35]=[C:34]([F:38])[CH:33]=2)=[C:25](B(O)O)[CH:26]=1, predict the reaction product. The product is: [F:20][C:21]1[CH:26]=[CH:25][C:24]([O:30][CH2:31][C:32]2[CH:37]=[CH:36][CH:35]=[C:34]([F:38])[CH:33]=2)=[C:23]([C:2]2[N:7]=[CH:6][N:5]=[C:4]([NH:8][C:9]3[CH:14]=[CH:13][CH:12]=[C:11]([CH2:15][S:16]([CH3:19])(=[O:18])=[O:17])[CH:10]=3)[N:3]=2)[CH:22]=1. (7) Given the reactants [NH2:1][CH2:2][C:3]1[N:7]=[C:6]([C@H:8]([CH2:17][CH2:18][CH2:19][CH:20]2[CH2:25][CH2:24][CH2:23][CH2:22][CH2:21]2)[CH2:9][C:10]([O:12][C:13]([CH3:16])([CH3:15])[CH3:14])=[O:11])[O:5][N:4]=1.[C:26]([NH:30][S:31](Cl)(=[O:33])=[O:32])([CH3:29])([CH3:28])[CH3:27], predict the reaction product. The product is: [C:26]([NH:30][S:31]([NH:1][CH2:2][C:3]1[N:7]=[C:6]([C@H:8]([CH2:17][CH2:18][CH2:19][CH:20]2[CH2:21][CH2:22][CH2:23][CH2:24][CH2:25]2)[CH2:9][C:10]([O:12][C:13]([CH3:15])([CH3:16])[CH3:14])=[O:11])[O:5][N:4]=1)(=[O:33])=[O:32])([CH3:29])([CH3:28])[CH3:27].